From a dataset of Catalyst prediction with 721,799 reactions and 888 catalyst types from USPTO. Predict which catalyst facilitates the given reaction. Reactant: [Li+].C[Si]([N-][Si](C)(C)C)(C)C.[C:11]([N:18]1[CH2:23][CH2:22][C:21](=[O:24])[CH2:20][CH2:19]1)([O:13][C:14]([CH3:17])([CH3:16])[CH3:15])=[O:12].C1C=CC(N([S:32]([C:35]([F:38])([F:37])[F:36])(=[O:34])=[O:33])[S:32]([C:35]([F:38])([F:37])[F:36])(=[O:34])=[O:33])=CC=1.C([O-])(O)=O.[Na+]. Product: [C:14]([O:13][C:11]([N:18]1[CH2:23][CH:22]=[C:21]([O:24][S:32]([C:35]([F:38])([F:37])[F:36])(=[O:34])=[O:33])[CH2:20][CH2:19]1)=[O:12])([CH3:17])([CH3:16])[CH3:15]. The catalyst class is: 1.